Dataset: Reaction yield outcomes from USPTO patents with 853,638 reactions. Task: Predict the reaction yield, written as a fraction of the theoretical maximum amount of product (1.0 means a 100% yield; for example, 0.34 means a 34% yield). (1) The product is [CH3:33][NH:34][C:6]([CH:4]1[CH2:5][C:2]([OH:1])([C:9]2[CH:10]=[CH:11][C:12]([C:15]3[CH2:19][C:18]([C:24]4[CH:29]=[C:28]([Cl:30])[C:27]([Cl:31])=[C:26]([Cl:32])[CH:25]=4)([C:20]([F:22])([F:23])[F:21])[O:17][N:16]=3)=[CH:13][CH:14]=2)[CH2:3]1)=[O:8]. The catalyst is CN(C=O)C.C1COCC1. The yield is 0.290. The reactants are [OH:1][C:2]1([C:9]2[CH:14]=[CH:13][C:12]([C:15]3[CH2:19][C:18]([C:24]4[CH:29]=[C:28]([Cl:30])[C:27]([Cl:31])=[C:26]([Cl:32])[CH:25]=4)([C:20]([F:23])([F:22])[F:21])[O:17][N:16]=3)=[CH:11][CH:10]=2)[CH2:5][CH:4]([C:6]([OH:8])=O)[CH2:3]1.[CH3:33][N:34](C(ON1N=NC2C=CC=NC1=2)=[N+](C)C)C.F[P-](F)(F)(F)(F)F.C1C=CC2N(O)N=NC=2C=1.CCN(C(C)C)C(C)C.CN. (2) The product is [CH2:17]([N:14]1[CH2:15][CH:16]=[C:11]([C:4]2[C:5]3[O:9][CH2:8][CH2:7][C:6]=3[CH:10]=[C:2]([Br:1])[CH:3]=2)[CH2:12][CH2:13]1)[C:18]1[CH:23]=[CH:22][CH:21]=[CH:20][CH:19]=1. The reactants are [Br:1][C:2]1[CH:3]=[C:4]([C:11]2[CH:16]=[CH:15][N:14]=[CH:13][CH:12]=2)[C:5]2[O:9][CH2:8][CH2:7][C:6]=2[CH:10]=1.[CH2:17](Br)[C:18]1[CH:23]=[CH:22][CH:21]=[CH:20][CH:19]=1.C(Cl)Cl.CO.[BH4-].[Na+]. The catalyst is C1(C)C=CC=CC=1.CO. The yield is 0.710. (3) The reactants are [Br:1][C:2]1[C:7]([O:8][CH3:9])=[CH:6][C:5]([C:10]2[O:14][C:13]([C:15](=[O:55])[CH:16]([O:53][CH3:54])[C:17]3[CH:22]=[CH:21][C:20]([C:23]4[CH:24]=[N:25][N:26](C(C5C=CC(OC)=CC=5)(C5C=CC(OC)=CC=5)C5C=CC(OC)=CC=5)[CH:27]=4)=[CH:19][CH:18]=3)=[CH:12][CH:11]=2)=[CH:4][C:3]=1[O:56][CH3:57].C1(C)C=CC(S([O-])(=O)=O)=CC=1.[NH+]1C=CC=CC=1.C([O-])(O)=O.[Na+]. The catalyst is CO.O. The product is [NH:25]1[CH:24]=[C:23]([C:20]2[CH:21]=[CH:22][C:17]([CH:16]([O:53][CH3:54])[C:15]([C:13]3[O:14][C:10]([C:5]4[CH:4]=[C:3]([O:56][CH3:57])[C:2]([Br:1])=[C:7]([O:8][CH3:9])[CH:6]=4)=[CH:11][CH:12]=3)=[O:55])=[CH:18][CH:19]=2)[CH:27]=[N:26]1. The yield is 0.170. (4) The reactants are C(N(C(C)C)CC)(C)C.FC(F)(F)C(O)=O.[CH3:17][O:18][C:19](=[O:38])[CH2:20][C:21]1[CH:30]=[C:29]([CH:31]2[CH2:36][CH2:35][NH:34][CH2:33][CH2:32]2)[C:28]2[C:23](=[CH:24][CH:25]=[C:26]([F:37])[CH:27]=2)[CH:22]=1.[CH3:39][S:40]([C:43]1[CH:44]=[C:45]([S:49](Cl)(=[O:51])=[O:50])[CH:46]=[CH:47][CH:48]=1)(=[O:42])=[O:41]. The catalyst is O1CCCC1. The product is [CH3:17][O:18][C:19](=[O:38])[CH2:20][C:21]1[CH:30]=[C:29]([CH:31]2[CH2:36][CH2:35][N:34]([S:49]([C:45]3[CH:46]=[CH:47][CH:48]=[C:43]([S:40]([CH3:39])(=[O:42])=[O:41])[CH:44]=3)(=[O:51])=[O:50])[CH2:33][CH2:32]2)[C:28]2[C:23](=[CH:24][CH:25]=[C:26]([F:37])[CH:27]=2)[CH:22]=1. The yield is 0.640. (5) The reactants are [OH-].[Na+].C([O:10][C:11]([C:13]1([NH:19][C:20]([N:22]2[CH2:26][CH2:25][S:24][CH2:23]2)=[O:21])[CH2:18][CH2:17][CH2:16][CH2:15][CH2:14]1)=[O:12])C1C=CC=CC=1. The catalyst is C(O)C. The product is [S:24]1[CH2:25][CH2:26][N:22]([C:20]([NH:19][C:13]2([C:11]([OH:12])=[O:10])[CH2:18][CH2:17][CH2:16][CH2:15][CH2:14]2)=[O:21])[CH2:23]1. The yield is 0.970.